Binary Classification. Given a drug SMILES string, predict its activity (active/inactive) in a high-throughput screening assay against a specified biological target. From a dataset of KCNQ2 potassium channel screen with 302,405 compounds. The drug is S=C(Nc1c2c(ccc1)cccc2)NCCOc1ccc(OC)cc1. The result is 0 (inactive).